Regression. Given a peptide amino acid sequence and an MHC pseudo amino acid sequence, predict their binding affinity value. This is MHC class II binding data. From a dataset of Peptide-MHC class II binding affinity with 134,281 pairs from IEDB. (1) The peptide sequence is NRRLRTAVLAPTRVVAA. The MHC is DRB1_0301 with pseudo-sequence DRB1_0301. The binding affinity (normalized) is 0.227. (2) The peptide sequence is QPEQPKQSFPEQERP. The MHC is HLA-DQA10201-DQB10201 with pseudo-sequence HLA-DQA10201-DQB10202. The binding affinity (normalized) is 0.0847. (3) The peptide sequence is VNPIASTNDDEVLIE. The MHC is DRB1_0801 with pseudo-sequence DRB1_0801. The binding affinity (normalized) is 0. (4) The peptide sequence is LAGDAAGAWRTAAVE. The MHC is DRB1_0802 with pseudo-sequence DRB1_0802. The binding affinity (normalized) is 0.0795. (5) The peptide sequence is RYLEFEALGFLNEDH. The MHC is HLA-DQA10501-DQB10302 with pseudo-sequence HLA-DQA10501-DQB10302. The binding affinity (normalized) is 0.288. (6) The peptide sequence is YKKLRTSSFALNLPT. The binding affinity (normalized) is 0.215. The MHC is HLA-DQA10501-DQB10301 with pseudo-sequence HLA-DQA10501-DQB10301.